From a dataset of Catalyst prediction with 721,799 reactions and 888 catalyst types from USPTO. Predict which catalyst facilitates the given reaction. (1) Reactant: [N:1]([CH2:4][C@@H:5]1[C@H:9]2[O:10][C:11]([CH3:14])([CH3:13])[O:12][C@H:8]2[C@H:7]([N:15]2[C:19]3[N:20]=[CH:21][N:22]=[C:23]([NH:24][CH:25]4[CH2:27][CH2:26]4)[C:18]=3[CH:17]=[CH:16]2)[CH2:6]1)=[N+]=[N-].CP(C)C.O. Product: [NH2:1][CH2:4][C@@H:5]1[C@H:9]2[O:10][C:11]([CH3:13])([CH3:14])[O:12][C@H:8]2[C@H:7]([N:15]2[C:19]3[N:20]=[CH:21][N:22]=[C:23]([NH:24][CH:25]4[CH2:27][CH2:26]4)[C:18]=3[CH:17]=[CH:16]2)[CH2:6]1. The catalyst class is: 1. (2) Reactant: [Cl:1][S:2]([OH:5])(=O)=[O:3].[O-]S([O-])(=O)=O.[Na+].[Na+].[CH3:13][N:14]1[C:22]2[C:17](=[CH:18][C:19]([N+:23]([O-:25])=[O:24])=[CH:20][CH:21]=2)[CH:16]=[CH:15]1.O. Product: [CH3:13][N:14]1[C:22]2[C:17](=[CH:18][C:19]([N+:23]([O-:25])=[O:24])=[CH:20][CH:21]=2)[C:16]([S:2]([Cl:1])(=[O:5])=[O:3])=[CH:15]1. The catalyst class is: 4. (3) Reactant: [CH2:1]([N:3]([CH2:25][CH3:26])[C:4](=[O:24])[CH2:5][C:6]1[C:7]([C:17]2[CH:22]=[CH:21][C:20]([OH:23])=[CH:19][CH:18]=2)=[N:8][N:9]2[C:14]([CH3:15])=[CH:13][C:12]([CH3:16])=[N:11][C:10]=12)[CH3:2].[H-].[Na+].[CH:29]1(Br)[CH2:32][CH2:31][CH2:30]1. Product: [CH:29]1([O:23][C:20]2[CH:19]=[CH:18][C:17]([C:7]3[C:6]([CH2:5][C:4]([N:3]([CH2:1][CH3:2])[CH2:25][CH3:26])=[O:24])=[C:10]4[N:11]=[C:12]([CH3:16])[CH:13]=[C:14]([CH3:15])[N:9]4[N:8]=3)=[CH:22][CH:21]=2)[CH2:32][CH2:31][CH2:30]1. The catalyst class is: 9. (4) Reactant: [NH2:1][C:2]1[CH:3]=[C:4]([CH2:8][C:9]([O:11][CH3:12])=[O:10])[CH:5]=[CH:6][CH:7]=1.[CH3:13]CN(C(C)C)C(C)C.Cl[C:23]([O:25][CH2:26][C:27]1[CH:32]=[CH:31][CH:30]=[CH:29][CH:28]=1)=[O:24]. Product: [CH2:26]([O:25][C:23]([NH:1][C:2]1[CH:3]=[C:4]([CH2:8][C:9]([O:11][CH2:12][CH3:13])=[O:10])[CH:5]=[CH:6][CH:7]=1)=[O:24])[C:27]1[CH:32]=[CH:31][CH:30]=[CH:29][CH:28]=1. The catalyst class is: 2. (5) Reactant: [OH:1][CH2:2][CH2:3][CH2:4][CH2:5][CH2:6][CH2:7][CH2:8][CH2:9][CH2:10][CH2:11][CH2:12][CH2:13][CH2:14][CH2:15][CH2:16][C:17]([OH:19])=[O:18].[C:20](Cl)(=O)[CH3:21]. Product: [OH:1][CH2:2][CH2:3][CH2:4][CH2:5][CH2:6][CH2:7][CH2:8][CH2:9][CH2:10][CH2:11][CH2:12][CH2:13][CH2:14][CH2:15][CH2:16][C:17]([O:19][CH2:20][CH3:21])=[O:18]. The catalyst class is: 8. (6) Reactant: [NH2:1][C:2]1[C:3]([C:8]([OH:10])=[O:9])=[N:4][CH:5]=[CH:6][N:7]=1.[C:11]1([C:21](Cl)=O)[C:20]2[C:15](=[CH:16][CH:17]=[CH:18][CH:19]=2)[CH:14]=[CH:13][CH:12]=1.CCN(C(C)C)C(C)C.CN(C(ON1N=NC2C=CC=NC1=2)=[N+](C)C)C.F[P-](F)(F)(F)(F)F. Product: [C:11]1([C:21]2[O:9][C:8](=[O:10])[C:3]3[N:4]=[CH:5][CH:6]=[N:7][C:2]=3[N:1]=2)[C:20]2[C:15](=[CH:16][CH:17]=[CH:18][CH:19]=2)[CH:14]=[CH:13][CH:12]=1. The catalyst class is: 3. (7) Reactant: [Br-].[F:2][C:3]1[CH:8]=[CH:7][C:6]([C:9]2[C:13]([C:14]3[CH:19]=[CH:18][CH:17]=[CH:16][N:15]=3)=[CH:12][N:11]([CH:20]([CH3:22])[CH3:21])[C:10]=2[CH2:23][P+](C2C=CC=CC=2)(C2C=CC=CC=2)C2C=CC=CC=2)=[CH:5][CH:4]=1.CS(C)=O.C[Si]([N-][Si](C)(C)C)(C)C.[Na+].[C:57]([O:61][C:62](=[O:74])[CH2:63][CH:64]1[CH2:69][CH:68]([CH:70]=O)[O:67][C:66]([CH3:73])([CH3:72])[O:65]1)([CH3:60])([CH3:59])[CH3:58]. Product: [C:57]([O:61][C:62](=[O:74])[CH2:63][CH:64]1[CH2:69][CH:68]([CH:70]=[CH:23][C:10]2[N:11]([CH:20]([CH3:22])[CH3:21])[CH:12]=[C:13]([C:14]3[CH:19]=[CH:18][CH:17]=[CH:16][N:15]=3)[C:9]=2[C:6]2[CH:5]=[CH:4][C:3]([F:2])=[CH:8][CH:7]=2)[O:67][C:66]([CH3:73])([CH3:72])[O:65]1)([CH3:60])([CH3:58])[CH3:59]. The catalyst class is: 1. (8) Reactant: [F:1][C:2]1[CH:35]=[CH:34][C:5]([CH2:6][O:7][C:8]2[CH:31]=[CH:30][C:11]3[C:12]([CH2:15][CH2:16][CH:17]4[CH2:22][CH2:21][N:20](C(OC(C)(C)C)=O)[CH2:19][CH2:18]4)=[N:13][O:14][C:10]=3[C:9]=2[CH2:32][OH:33])=[CH:4][CH:3]=1.CS(O)(=O)=O. Product: [F:1][C:2]1[CH:3]=[CH:4][C:5]([CH2:6][O:7][C:8]2[CH:31]=[CH:30][C:11]3[C:12]([CH2:15][CH2:16][CH:17]4[CH2:18][CH2:19][NH:20][CH2:21][CH2:22]4)=[N:13][O:14][C:10]=3[C:9]=2[CH2:32][OH:33])=[CH:34][CH:35]=1. The catalyst class is: 111. (9) Product: [C:17]([O:11][C:10]([N:3]1[CH2:8][CH2:7][C:6](=[O:9])[CH2:5][CH2:4]1)=[O:13])([CH3:27])([CH3:18])[CH3:16]. Reactant: O.Cl.[NH:3]1[CH2:8][CH2:7][C:6](=[O:9])[CH2:5][CH2:4]1.[C:10](=[O:13])([O-])[O-:11].[Na+].[Na+].[CH3:16][C:17](C)([CH3:27])[C:18](O[C:16](=O)[C:17](C)([CH3:27])[CH3:18])=O. The catalyst class is: 38.